From a dataset of Reaction yield outcomes from USPTO patents with 853,638 reactions. Predict the reaction yield, written as a fraction of the theoretical maximum amount of product (1.0 means a 100% yield; for example, 0.34 means a 34% yield). The catalyst is C(Cl)Cl.CO. The product is [CH2:13]([O:12][C:8]1[CH:7]=[C:6]2[C:11](=[CH:10][CH:9]=1)[C:3]([CH2:2][NH:1][C:30](=[O:31])[CH2:29][Cl:28])([OH:20])[CH2:4][CH2:5]2)[C:14]1[CH:15]=[CH:16][CH:17]=[CH:18][CH:19]=1. The reactants are [NH2:1][CH2:2][C:3]1([OH:20])[C:11]2[C:6](=[CH:7][C:8]([O:12][CH2:13][C:14]3[CH:19]=[CH:18][CH:17]=[CH:16][CH:15]=3)=[CH:9][CH:10]=2)[CH2:5][CH2:4]1.CCN(CC)CC.[Cl:28][CH2:29][C:30](Cl)=[O:31]. The yield is 0.780.